This data is from Experimentally validated miRNA-target interactions with 360,000+ pairs, plus equal number of negative samples. The task is: Binary Classification. Given a miRNA mature sequence and a target amino acid sequence, predict their likelihood of interaction. (1) The protein sequence of the target gene is MVSWGRFICLVLVTMATLSLARPSFSLVEDTTLEPEEPPTKYQISQPEAYVVAPGESLELQCMLKDAAVISWTKDGVHLGPNNRTVLIGEYLQIKGATPRDSGLYACTAARTVDSETWIFMVNVTDAISSGDDEDDTDSSEDVVSENRSNQRAPYWTNTEKMEKRLHACPAANTVKFRCPAGGNPTSTMRWLKNGKEFKQEHRIGGYKVRNQHWSLIMESVVPSDKGNYTCLVENEYGSINHTYHLDVVERSPHRPILQAGLPANASTVVGGDVEFVCKVYSDAQPHIQWIKHVEKNGSK.... Result: 0 (no interaction). The miRNA is hsa-miR-4464 with sequence AAGGUUUGGAUAGAUGCAAUA. (2) The miRNA is hsa-miR-143-5p with sequence GGUGCAGUGCUGCAUCUCUGGU. Result: 0 (no interaction). The protein sequence of the target gene is MADAFVGTWKLVDSKNFDDYMKSLGVGFATRQVASMTKPTTIIEKNGDTITIKTHSTFKNTEISFQLGVEFDEVTADDRKVKSVVTLDGGKLVHVQKWDGQETTLTRELSDGKLILTLTHGNVVSTRTYEKEA. (3) Result: 0 (no interaction). The miRNA is hsa-miR-7847-3p with sequence CGUGGAGGACGAGGAGGAGGC. The protein sequence of the target gene is MCSQLWFLTDRRIREDYPQVQILRALRQRCSEQDVRFRAVLMDQIAVTIVGGHLGLQLNQKALTTFPDVVLVRVPTPSVQSDSDITVLRHLEKLGCRLVNRPQSILNCINKFWTFQELAGHGVPMPDTFSYGGHEDFSKMIDEAEPLGYPVVVKSTRGHRGKAVFLARDKHHLSDICHLIRHDVPYLFQKYVKESHGKDIRVVVVGGQVIGSMLRCSTDGRMQSNCSLGGVGVKCPLTEQGKQLAIQVSNILGMDFCGIDLLIMDDGSFVVCEANANVGFLAFDQACNLDVGGIIADYTM.... (4) The miRNA is hsa-miR-3689c with sequence CUGGGAGGUGUGAUAUUGUGGU. The protein sequence of the target gene is MSFKREGDDWSQLNVLKKRRVGDLLASYIPEDEALMLRDGRFACAICPHRPVLDTLAMLTAHRAGKKHLSSLQLFYGKKQPGKERKQNPKHQNELRREETKAEAPLLTQTRLITQSALHRAPHYNSCCRRKYRPEAPGPSVSLSPMPPSEVKLQSGKISREPEPAAGPQAEESATVSAPAPMSPTRRRALDHYLTLRSSGWIPDGRGRWVKDENVEFDSDEEEPPDLPLD. Result: 1 (interaction).